Dataset: Catalyst prediction with 721,799 reactions and 888 catalyst types from USPTO. Task: Predict which catalyst facilitates the given reaction. (1) Reactant: CCCC[N+](CCCC)(CCCC)CCCC.[F-].[Si]([O:26][C@@H:27]1[CH2:36][C@@H:35]2[N:30]([C:31](=[O:52])/[C:32](=[CH:37]/[C:38]3[CH:43]=[CH:42][C:41]([N:44]4[CH:48]=[C:47]([CH3:49])[N:46]=[CH:45]4)=[C:40]([O:50][CH3:51])[CH:39]=3)/[CH2:33][CH2:34]2)[C@H:29]([C:53]2[CH:58]=[C:57]([F:59])[C:56]([F:60])=[C:55]([F:61])[CH:54]=2)[CH2:28]1)(C(C)(C)C)(C)C.[Cl-].[NH4+].C(OCC)(=O)C. Product: [F:59][C:57]1[CH:58]=[C:53]([C@@H:29]2[CH2:28][C@H:27]([OH:26])[CH2:36][C@@H:35]3[N:30]2[C:31](=[O:52])/[C:32](=[CH:37]/[C:38]2[CH:43]=[CH:42][C:41]([N:44]4[CH:48]=[C:47]([CH3:49])[N:46]=[CH:45]4)=[C:40]([O:50][CH3:51])[CH:39]=2)/[CH2:33][CH2:34]3)[CH:54]=[C:55]([F:61])[C:56]=1[F:60]. The catalyst class is: 1. (2) Reactant: [CH2:1]([O:3][C:4]1[CH:5]=[C:6]([C:10]2[CH:11]=[C:12]3[C:16](=[CH:17][CH:18]=2)[CH:15]([O:19][C:20]2[CH:25]=[CH:24][C:23]([C@H:26]([C:32]#[C:33][CH3:34])[CH2:27][C:28]([O:30]C)=[O:29])=[CH:22][CH:21]=2)[CH2:14][CH2:13]3)[CH:7]=[CH:8][CH:9]=1)[CH3:2].[OH-].[Na+].Cl. Product: [CH2:1]([O:3][C:4]1[CH:5]=[C:6]([C:10]2[CH:11]=[C:12]3[C:16](=[CH:17][CH:18]=2)[CH:15]([O:19][C:20]2[CH:21]=[CH:22][C:23]([C@H:26]([C:32]#[C:33][CH3:34])[CH2:27][C:28]([OH:30])=[O:29])=[CH:24][CH:25]=2)[CH2:14][CH2:13]3)[CH:7]=[CH:8][CH:9]=1)[CH3:2]. The catalyst class is: 36. (3) Reactant: [C:1]([C:4]1[CH:5]=[C:6]([C:22]2[CH:27]=[CH:26][CH:25]=[C:24]([O:28][CH3:29])[CH:23]=2)[CH:7]=[C:8]2[C:16]=1[NH:15][C:14]1[CH:13]=[C:12]([C:17]([O:19]CC)=[O:18])[CH:11]=[CH:10][C:9]2=1)(=[O:3])[NH2:2].[OH-].[Na+]. Product: [C:1]([C:4]1[CH:5]=[C:6]([C:22]2[CH:27]=[CH:26][CH:25]=[C:24]([O:28][CH3:29])[CH:23]=2)[CH:7]=[C:8]2[C:16]=1[NH:15][C:14]1[CH:13]=[C:12]([C:17]([OH:19])=[O:18])[CH:11]=[CH:10][C:9]2=1)(=[O:3])[NH2:2]. The catalyst class is: 36. (4) Reactant: [Cl:1][C:2]1[CH:3]=[CH:4][C:5]([N+:11]([O-:13])=[O:12])=[C:6]([C:8](=O)[CH3:9])[CH:7]=1.[O:14]1[CH2:19][CH2:18][N:17]([S:20]([C:23]2[CH:24]=[C:25]([CH:30]=[CH:31][CH:32]=2)[C:26]([NH:28][NH2:29])=[O:27])(=[O:22])=[O:21])[CH2:16][CH2:15]1. Product: [Cl:1][C:2]1[CH:3]=[CH:4][C:5]([N+:11]([O-:13])=[O:12])=[C:6](/[C:8](=[N:29]/[NH:28][C:26](=[O:27])[C:25]2[CH:30]=[CH:31][CH:32]=[C:23]([S:20]([N:17]3[CH2:18][CH2:19][O:14][CH2:15][CH2:16]3)(=[O:21])=[O:22])[CH:24]=2)/[CH3:9])[CH:7]=1. The catalyst class is: 130.